From a dataset of Forward reaction prediction with 1.9M reactions from USPTO patents (1976-2016). Predict the product of the given reaction. (1) The product is: [C:10]1([NH:9][C:5]2[C:4]([NH:9][C:10]3[CH:15]=[CH:14][CH:13]=[CH:12][CH:11]=3)=[N:3][C:2](=[O:1])[C:7](=[O:8])[CH:6]=2)[CH:15]=[CH:14][CH:13]=[CH:12][CH:11]=1. Given the reactants [OH:1][C:2]1[C:7]([OH:8])=[CH:6][CH:5]=[CH:4][N:3]=1.[NH2:9][C:10]1[CH:15]=[CH:14][CH:13]=[CH:12][CH:11]=1, predict the reaction product. (2) Given the reactants [Cl:1][C:2]1[C:7]([CH:8]([CH3:11])[CH2:9][OH:10])=[CH:6][C:5]([C:12]#[N:13])=[CH:4][C:3]=1[NH:14][C:15]1[N:20]=[C:19]([N:21]([CH:31]2[CH2:33][CH2:32]2)[CH2:22][C:23]2[CH:28]=[CH:27][C:26]([O:29][CH3:30])=[CH:25][CH:24]=2)[C:18]2=[N:34][CH:35]=[C:36]([C:37]#[N:38])[N:17]2[N:16]=1.CC(OI1(OC(C)=O)(OC(C)=O)OC(=O)C2C=CC=CC1=2)=O, predict the reaction product. The product is: [Cl:1][C:2]1[C:7]([CH:8]([CH3:11])[CH:9]=[O:10])=[CH:6][C:5]([C:12]#[N:13])=[CH:4][C:3]=1[NH:14][C:15]1[N:20]=[C:19]([N:21]([CH:31]2[CH2:32][CH2:33]2)[CH2:22][C:23]2[CH:28]=[CH:27][C:26]([O:29][CH3:30])=[CH:25][CH:24]=2)[C:18]2=[N:34][CH:35]=[C:36]([C:37]#[N:38])[N:17]2[N:16]=1.